This data is from Full USPTO retrosynthesis dataset with 1.9M reactions from patents (1976-2016). The task is: Predict the reactants needed to synthesize the given product. (1) Given the product [NH2:1][C:2]1[N:10]=[CH:9][N:8]=[C:7]2[C:3]=1[N:4]([C:34]1[CH:35]=[CH:36][C:31]([C:29]([O:28][CH3:27])=[O:30])=[CH:32][CH:33]=1)[C:5](=[O:26])[N:6]2[C:11]1[CH:16]=[CH:15][CH:14]=[C:13]([N:17]([C:18]([O:19][C:20]([CH3:22])([CH3:23])[CH3:21])=[O:24])[CH3:25])[CH:12]=1, predict the reactants needed to synthesize it. The reactants are: [NH2:1][C:2]1[N:10]=[CH:9][N:8]=[C:7]2[C:3]=1[NH:4][C:5](=[O:26])[N:6]2[C:11]1[CH:12]=[C:13]([N:17]([CH3:25])[C:18](=[O:24])[O:19][C:20]([CH3:23])([CH3:22])[CH3:21])[CH:14]=[CH:15][CH:16]=1.[CH3:27][O:28][C:29]([C:31]1[CH:36]=[CH:35][C:34](B(O)O)=[CH:33][CH:32]=1)=[O:30].C(N(CC)CC)C. (2) Given the product [CH2:14]([NH:18][C:19]1[S:20][C:9]([C:8]2[CH:12]=[CH:13][C:5]([S:1]([NH2:2])(=[O:4])=[O:3])=[CH:6][CH:7]=2)=[N:22][N:21]=1)[CH2:15][CH2:16][CH3:17], predict the reactants needed to synthesize it. The reactants are: [S:1]([C:5]1[CH:13]=[CH:12][C:8]([C:9](O)=O)=[CH:7][CH:6]=1)(=[O:4])(=[O:3])[NH2:2].[CH2:14]([NH:18][C:19]([NH:21][NH2:22])=[S:20])[CH2:15][CH2:16][CH3:17].O=P(Cl)(Cl)Cl. (3) Given the product [C:29]1([C:23]2[CH:24]=[CH:25][CH:26]=[CH:27][CH:28]=2)[CH:36]=[CH:35][CH:34]=[CH:33][C:30]=1[CH2:31][N:8]1[C:4]2[CH:3]=[C:2]([Cl:1])[C:15]([Cl:16])=[CH:14][C:5]=2[N:6]=[C:7]1[CH2:9][C:10]([F:12])([F:13])[F:11], predict the reactants needed to synthesize it. The reactants are: [Cl:1][C:2]1[C:15]([Cl:16])=[CH:14][C:5]2[NH:6][C:7]([CH2:9][C:10]([F:13])([F:12])[F:11])=[N:8][C:4]=2[CH:3]=1.C(=O)([O-])[O-].[K+].[K+].[C:23]1([C:29]2[CH:36]=[CH:35][CH:34]=[CH:33][C:30]=2[CH2:31]Br)[CH:28]=[CH:27][CH:26]=[CH:25][CH:24]=1. (4) Given the product [CH2:54]([S:51]([C:49]1[CH:48]=[CH:47][C:46]([CH3:57])=[C:45]([C:43]#[C:44][C:32]2[CH:37]=[C:36]([Cl:38])[CH:35]=[CH:34][C:33]=2[O:39][CH2:40][O:41][CH3:42])[CH:50]=1)(=[O:52])=[O:53])[CH2:55][CH3:56], predict the reactants needed to synthesize it. The reactants are: C(OC(=O)COC1C(C#CC2C=CC=C(S(CCC)(=O)=O)C=2)=CC(Cl)=CN=1)(C)(C)C.Br[C:32]1[CH:37]=[C:36]([Cl:38])[CH:35]=[CH:34][C:33]=1[O:39][CH2:40][O:41][CH3:42].[C:43]([C:45]1[CH:50]=[C:49]([S:51]([CH2:54][CH2:55][CH3:56])(=[O:53])=[O:52])[CH:48]=[CH:47][C:46]=1[CH3:57])#[CH:44]. (5) Given the product [C:9]([N:8]1[C:5]2[CH:6]=[CH:7][C:2]([Cl:1])=[CH:3][C:4]=2[CH:12]=[CH:13][C:19]2[CH:20]=[C:15]([Cl:14])[N:16]=[CH:17][C:18]=2[CH2:22]1)(=[O:11])[CH3:10], predict the reactants needed to synthesize it. The reactants are: [Cl:1][C:2]1[CH:7]=[CH:6][C:5]([NH:8][C:9](=[O:11])[CH3:10])=[C:4]([CH:12]=[CH2:13])[CH:3]=1.[Cl:14][C:15]1[CH:20]=[C:19](Cl)[C:18]([CH2:22]Cl)=[CH:17][N:16]=1.C(N1C2C=CC=CC=2C=CC2N=C(Cl)C(F)=CC=2C1)(=O)C. (6) Given the product [CH3:1][N:2]1[C:10]2[C:5](=[CH:6][CH:7]=[CH:8][CH:9]=2)[C:4]([CH3:11])=[C:3]1[C:12]1[CH2:23][C:17]([CH2:15][CH3:16])([C:18]([O:20][CH2:21][CH3:22])=[O:19])[O:14][N:13]=1, predict the reactants needed to synthesize it. The reactants are: [CH3:1][N:2]1[C:10]2[C:5](=[CH:6][CH:7]=[CH:8][CH:9]=2)[C:4]([CH3:11])=[C:3]1[CH:12]=[N:13][OH:14].[CH2:15]([C:17](=[CH2:23])[C:18]([O:20][CH2:21][CH3:22])=[O:19])[CH3:16].Cl[O-].[Na+].O. (7) Given the product [CH:29]1([N:4]2[C:3]3[C:7](=[N:8][C:9]([C:11]4[C:19]5[C:14](=[N:15][CH:16]=[CH:17][CH:18]=5)[N:13]([CH2:20][C:21]5[CH:26]=[CH:25][CH:24]=[CH:23][C:22]=5[F:27])[N:12]=4)=[N:10][CH:2]=3)[NH:6][C:5]2=[O:28])[CH2:32][CH2:31][CH2:30]1, predict the reactants needed to synthesize it. The reactants are: N[C:2]1[N:10]=[C:9]([C:11]2[C:19]3[C:14](=[N:15][CH:16]=[CH:17][CH:18]=3)[N:13]([CH2:20][C:21]3[CH:26]=[CH:25][CH:24]=[CH:23][C:22]=3[F:27])[N:12]=2)[N:8]=[C:7]2[C:3]=1[N:4]([CH:29]1[CH2:32][CH2:31][CH2:30]1)[C:5](=[O:28])[NH:6]2.N(OCCC(C)C)=O.C(=O)([O-])O.[Na+]. (8) Given the product [Cl:1][C:2]1[CH:12]=[CH:11][CH:10]=[C:9]([Si:13]([CH3:15])([CH3:14])[CH3:16])[C:3]=1[C:4]([N:6]([CH2:7][CH3:8])[CH2:28][S:29][CH3:30])=[O:5], predict the reactants needed to synthesize it. The reactants are: [Cl:1][C:2]1[CH:12]=[CH:11][CH:10]=[C:9]([Si:13]([CH3:16])([CH3:15])[CH3:14])[C:3]=1[C:4]([NH:6][CH2:7][CH3:8])=[O:5].C[Si]([N-][Si](C)(C)C)(C)C.[Na+].Cl[CH2:28][S:29][CH3:30]. (9) Given the product [CH3:78][O:77][C:75](=[O:76])[C@@H:65]([NH:64][C:27]([C:18]1[CH:17]=[C:16]([O:15][CH2:14][C:13]([N:9]2[CH2:10][CH2:11][CH2:12][C@H:8]2[C:6](=[O:7])[NH:5][CH2:4][CH:1]2[CH2:2][CH2:3]2)=[O:30])[N:20]([C:21]2[CH:26]=[CH:25][CH:24]=[CH:23][CH:22]=2)[N:19]=1)=[O:29])[CH2:66][CH2:67][C:68]([O:69][C:70]([CH3:71])([CH3:72])[CH3:73])=[O:74], predict the reactants needed to synthesize it. The reactants are: [CH:1]1([CH2:4][NH:5][C:6]([C@@H:8]2[CH2:12][CH2:11][CH2:10][N:9]2[C:13](=[O:30])[CH2:14][O:15][C:16]2[N:20]([C:21]3[CH:26]=[CH:25][CH:24]=[CH:23][CH:22]=3)[N:19]=[C:18]([C:27]([OH:29])=O)[CH:17]=2)=[O:7])[CH2:3][CH2:2]1.CCN(C(C)C)C(C)C.CN(C(ON1N=NC2C=CC=NC1=2)=[N+](C)C)C.F[P-](F)(F)(F)(F)F.[NH2:64][C@H:65]([C:75]([O:77][CH3:78])=[O:76])[CH2:66][CH2:67][C:68](=[O:74])[O:69][C:70]([CH3:73])([CH3:72])[CH3:71].Cl. (10) Given the product [Br:12][C:7]1[C:6]2[S:5][CH:4]=[CH:3][C:11]=2[CH:10]=[CH:9][CH:8]=1, predict the reactants needed to synthesize it. The reactants are: CO[CH:3](OC)[CH2:4][S:5][C:6]1[CH:11]=[CH:10][CH:9]=[CH:8][C:7]=1[Br:12].